This data is from Full USPTO retrosynthesis dataset with 1.9M reactions from patents (1976-2016). The task is: Predict the reactants needed to synthesize the given product. (1) Given the product [NH2:1][C:2]1[C:11]([Cl:12])=[C:10]([F:13])[C:9]([O:14][CH3:15])=[C:8]2[C:3]=1[C:4](=[O:24])[C:5]([C:19]([OH:21])=[O:20])=[CH:6][N:7]2[CH:16]1[CH2:17][CH2:18]1, predict the reactants needed to synthesize it. The reactants are: [NH2:1][C:2]1[C:11]([Cl:12])=[C:10]([F:13])[C:9]([O:14][CH3:15])=[C:8]2[C:3]=1[C:4](=[O:24])[C:5]([C:19]([O:21]CC)=[O:20])=[CH:6][N:7]2[CH:16]1[CH2:18][CH2:17]1.[OH-].[Na+].Cl. (2) Given the product [CH3:2][N:1]1[C:12](=[O:13])[C:11]2[N:10]([C:20]3[CH:19]=[CH:18][C:17]([N+:14]([O-:16])=[O:15])([O:31][CH2:28][CH3:29])[CH2:22][CH:21]=3)[CH:9]=[N:8][C:7]=2[N:5]([CH3:6])[C:3]1=[O:4], predict the reactants needed to synthesize it. The reactants are: [N:1]1([C:12](=[O:13])[C:11]2[NH:10][CH:9]=[N:8][C:7]=2[N:5]([CH3:6])[C:3]1=[O:4])[CH3:2].[N+:14]([C:17]1[CH:22]=[CH:21][C:20](CCBr)=[CH:19][CH:18]=1)([O-:16])=[O:15].[OH-].[Na+].[CH:28]([OH:31])(C)[CH3:29]. (3) Given the product [F:41][C:37]1[CH:36]=[C:35]([C:32]2[CH:33]=[CH:34][C:29]([C:28]([NH:27][C@H:24]3[CH2:23][CH2:22][C@H:21]([NH:20][C:3](=[O:4])[C@@H:2]([OH:1])[CH3:6])[CH2:26][CH2:25]3)=[O:42])=[CH:30][N:31]=2)[CH:40]=[CH:39][CH:38]=1, predict the reactants needed to synthesize it. The reactants are: [OH:1][C@@H:2]([CH3:6])[C:3](O)=[O:4].C(N1C=CN=C1)(N1C=CN=C1)=O.Cl.[NH2:20][C@H:21]1[CH2:26][CH2:25][C@H:24]([NH:27][C:28](=[O:42])[C:29]2[CH:34]=[CH:33][C:32]([C:35]3[CH:40]=[CH:39][CH:38]=[C:37]([F:41])[CH:36]=3)=[N:31][CH:30]=2)[CH2:23][CH2:22]1.C(NC(C)C)(C)C. (4) Given the product [CH2:1]([O:3][C:4]([C:6]1([N:9]2[CH2:22][CH2:21][N:13]([C:14]([O:15][C:16]([CH3:18])([CH3:17])[CH3:19])=[O:20])[CH2:12][CH2:11]2)[CH2:8][CH2:7]1)=[O:5])[CH3:2], predict the reactants needed to synthesize it. The reactants are: [CH2:1]([O:3][C:4]([C:6]1([NH2:9])[CH2:8][CH2:7]1)=[O:5])[CH3:2].Cl[CH2:11][CH2:12][N:13]([CH2:21][CH2:22]Cl)[C:14](=[O:20])[O:15][C:16]([CH3:19])([CH3:18])[CH3:17]. (5) Given the product [CH2:11]([NH:10][C:8]([C:7]1[CH:13]=[CH:14][C:4]([N:1]2[C:17]([CH3:23])=[C:18]([C:19]([OH:21])=[O:20])[N:3]=[N:2]2)=[C:5]([OH:15])[CH:6]=1)=[O:9])[CH3:12], predict the reactants needed to synthesize it. The reactants are: [N:1]([C:4]1[CH:14]=[CH:13][C:7]([C:8]([NH:10][CH2:11][CH3:12])=[O:9])=[CH:6][C:5]=1[OH:15])=[N+:2]=[N-:3].O=[C:17]([CH3:23])[CH2:18][C:19]([O:21]C)=[O:20].[O-]CC.[Na+].[OH-].[Na+]. (6) Given the product [CH3:13][S:10]([C:4]1[CH:3]=[C:2]([N:14]2[CH2:19][CH2:18][NH:17][CH2:16][CH2:15]2)[CH:7]=[CH:6][C:5]=1[O:8][CH3:9])(=[O:12])=[O:11], predict the reactants needed to synthesize it. The reactants are: Br[C:2]1[CH:7]=[CH:6][C:5]([O:8][CH3:9])=[C:4]([S:10]([CH3:13])(=[O:12])=[O:11])[CH:3]=1.[NH:14]1[CH2:19][CH2:18][NH:17][CH2:16][CH2:15]1.CC(C)([O-])C.[Na+]. (7) The reactants are: [C:1]([O:5][C:6]([N:8]1[C:16]2[C:11](=[C:12]([CH3:18])[C:13]([OH:17])=[CH:14][CH:15]=2)[CH2:10][CH2:9]1)=[O:7])([CH3:4])([CH3:3])[CH3:2].C(=O)([O-])[O-].[K+].[K+].Cl[CH2:26][C:27]1[CH:32]=[CH:31][C:30]([CH:33]2[CH2:35][CH2:34]2)=[C:29]([C:36]([F:39])([F:38])[F:37])[CH:28]=1. Given the product [C:1]([O:5][C:6]([N:8]1[C:16]2[C:11](=[C:12]([CH3:18])[C:13]([O:17][CH2:26][C:27]3[CH:32]=[CH:31][C:30]([CH:33]4[CH2:34][CH2:35]4)=[C:29]([C:36]([F:37])([F:38])[F:39])[CH:28]=3)=[CH:14][CH:15]=2)[CH2:10][CH2:9]1)=[O:7])([CH3:4])([CH3:3])[CH3:2], predict the reactants needed to synthesize it. (8) Given the product [C:5]([O-:18])(=[O:17])[CH2:6][CH2:7][CH2:8][CH2:9][CH2:10][CH2:11][CH2:12][CH2:13][CH2:14][CH2:15][CH2:16][CH2:19][CH2:20][CH2:21][CH2:22][CH2:23][CH3:24].[Ga+3:1].[C:5]([O-:18])(=[O:17])[CH2:6][CH2:7][CH2:8][CH2:9][CH2:10][CH2:11][CH2:12][CH2:13][CH2:14][CH2:15][CH2:16][CH2:19][CH2:20][CH2:21][CH2:22][CH2:23][CH3:24].[C:5]([O-:18])(=[O:17])[CH2:6][CH2:7][CH2:8][CH2:9][CH2:10][CH2:11][CH2:12][CH2:13][CH2:14][CH2:15][CH2:16][CH2:19][CH2:20][CH2:21][CH2:22][CH2:23][CH3:24], predict the reactants needed to synthesize it. The reactants are: [Ga:1](I)(I)I.[C:5]([OH:18])(=[O:17])[CH2:6][CH2:7][CH2:8][CH2:9][CH2:10][CH2:11][CH2:12][CH2:13][CH2:14][CH2:15][CH3:16].[CH2:19]=[CH:20][CH2:21][CH2:22][CH2:23][CH2:24]CCCCCCCCCCCC. (9) Given the product [C:4]([O:8][C:9]([NH:11][C:12]1[S:13][C:14]([CH2:23][CH3:24])=[C:15]([CH:17]([OH:2])[C:18]([O:20][CH2:21][CH3:22])=[O:19])[N:16]=1)=[O:10])([CH3:7])([CH3:6])[CH3:5], predict the reactants needed to synthesize it. The reactants are: [Se](=O)=[O:2].[C:4]([O:8][C:9]([NH:11][C:12]1[S:13][C:14]([CH2:23][CH3:24])=[C:15]([CH2:17][C:18]([O:20][CH2:21][CH3:22])=[O:19])[N:16]=1)=[O:10])([CH3:7])([CH3:6])[CH3:5]. (10) Given the product [Cl:1][C:2]1[CH:11]=[CH:10][C:5]2[NH:6][C:7]([SH:9])=[N:8][C:4]=2[C:15]=1[C:14]([OH:17])=[O:16], predict the reactants needed to synthesize it. The reactants are: [Cl:1][C:2]1[CH:11]=[CH:10][C:5]2[NH:6][C:7]([SH:9])=[N:8][C:4]=2C=1C#N.[CH2:14]([OH:16])[CH3:15].[OH-:17].[Na+].